Task: Predict which catalyst facilitates the given reaction.. Dataset: Catalyst prediction with 721,799 reactions and 888 catalyst types from USPTO Reactant: [CH3:1][O:2][C:3]1[CH:12]=[CH:11][C:10]2[C:5](=[C:6]([C:13]3[CH:18]=[CH:17][C:16]([CH3:19])=[CH:15][N:14]=3)[CH:7]=[CH:8][N:9]=2)[N:4]=1.C1C(=O)N([Br:27])C(=O)C1.C(OOC(=O)C1C=CC=CC=1)(=O)C1C=CC=CC=1. Product: [Br:27][CH2:19][C:16]1[CH:17]=[CH:18][C:13]([C:6]2[CH:7]=[CH:8][N:9]=[C:10]3[C:5]=2[N:4]=[C:3]([O:2][CH3:1])[CH:12]=[CH:11]3)=[N:14][CH:15]=1. The catalyst class is: 53.